From a dataset of Reaction yield outcomes from USPTO patents with 853,638 reactions. Predict the reaction yield, written as a fraction of the theoretical maximum amount of product (1.0 means a 100% yield; for example, 0.34 means a 34% yield). (1) The reactants are [Cl:1][C:2]1[CH:10]=[CH:9][CH:8]=[C:7]2[C:3]=1[C:4]([C:16]([OH:18])=O)=[CH:5][N:6]2[CH2:11][CH2:12][CH:13]([F:15])[F:14].[NH2:19][CH2:20][C@@:21]1([OH:28])[CH2:26][CH2:25][CH2:24][C@@H:23]([CH3:27])[CH2:22]1.CCN(CC)CC.C1C=CC2N(O)N=NC=2C=1.C(Cl)CCl. No catalyst specified. The product is [OH:28][C@:21]1([CH2:20][NH:19][C:16]([C:4]2[C:3]3[C:7](=[CH:8][CH:9]=[CH:10][C:2]=3[Cl:1])[N:6]([CH2:11][CH2:12][CH:13]([F:14])[F:15])[CH:5]=2)=[O:18])[CH2:26][CH2:25][CH2:24][C@@H:23]([CH3:27])[CH2:22]1. The yield is 0.344. (2) The product is [CH2:31]([O:22][C:21]1[C:12]([C:10]([C:7]2[CH:6]=[CH:5][C:4]([C:3]([OH:2])=[O:27])=[CH:9][CH:8]=2)=[O:11])=[CH:13][C:14]2[C:15]([CH3:26])([CH3:25])[CH2:16][CH2:17][C:18]([CH3:23])([CH3:24])[C:19]=2[CH:20]=1)[CH2:32][CH2:33][CH2:34][CH2:35][CH2:36][CH3:37]. The catalyst is CS(C)=O. The reactants are C[O:2][C:3](=[O:27])[C:4]1[CH:9]=[CH:8][C:7]([C:10]([C:12]2[C:21]([OH:22])=[CH:20][C:19]3[C:18]([CH3:24])([CH3:23])[CH2:17][CH2:16][C:15]([CH3:26])([CH3:25])[C:14]=3[CH:13]=2)=[O:11])=[CH:6][CH:5]=1.[OH-].[K+].Br[CH2:31][CH2:32][CH2:33][CH2:34][CH2:35][CH2:36][CH3:37]. The yield is 0.990. (3) The reactants are [Cl:1][C:2]1[N:7]=[C:6]([C:8]2[S:12][C:11]([C:13]([CH3:16])([CH3:15])[CH3:14])=[N:10][C:9]=2[C:17]2[CH:18]=[CH:19][C:20]([F:30])=[C:21]([NH:23]C(=O)OCC=C)[CH:22]=2)[CH:5]=[CH:4][N:3]=1.CC(O)=O.C([SnH](CCCC)CCCC)CCC. The catalyst is C(Cl)Cl.Cl[Pd](Cl)([P](C1C=CC=CC=1)(C1C=CC=CC=1)C1C=CC=CC=1)[P](C1C=CC=CC=1)(C1C=CC=CC=1)C1C=CC=CC=1. The product is [Cl:1][C:2]1[N:7]=[C:6]([C:8]2[S:12][C:11]([C:13]([CH3:16])([CH3:15])[CH3:14])=[N:10][C:9]=2[C:17]2[CH:18]=[CH:19][C:20]([F:30])=[C:21]([CH:22]=2)[NH2:23])[CH:5]=[CH:4][N:3]=1. The yield is 0.644. (4) The reactants are [F:1][C:2]1[CH:3]=[C:4]([N:8]2[C:12]3=[N:13][CH:14]=[CH:15][CH:16]=[C:11]3[CH:10]=[C:9]2[CH:17]([NH:19][C:20](=[O:26])[O:21][C:22]([CH3:25])([CH3:24])[CH3:23])[CH3:18])[CH:5]=[CH:6][CH:7]=1.[B-](F)(F)(F)[F:28].[B-](F)(F)(F)F.C1[N+]2(CCl)CC[N+](F)(CC2)C1.C(#N)C.O. No catalyst specified. The product is [F:28][C:10]1[C:11]2[C:12](=[N:13][CH:14]=[CH:15][CH:16]=2)[N:8]([C:4]2[CH:5]=[CH:6][CH:7]=[C:2]([F:1])[CH:3]=2)[C:9]=1[CH:17]([NH:19][C:20](=[O:26])[O:21][C:22]([CH3:25])([CH3:24])[CH3:23])[CH3:18]. The yield is 0.150. (5) The reactants are [CH2:1]([O:4][CH2:5][CH2:6][CH2:7][S:8]([O-:11])(=O)=[O:9])[C:2]#[CH:3].[Na+].S(Cl)([Cl:15])=O. The yield is 0.950. The catalyst is ClCCl. The product is [CH2:1]([O:4][CH2:5][CH2:6][CH2:7][S:8]([Cl:15])(=[O:11])=[O:9])[C:2]#[CH:3]. (6) The product is [NH2:33][C:11]1[CH:10]=[C:9]([O:8][CH2:1][C:2]2[CH:3]=[CH:4][CH:5]=[CH:6][CH:7]=2)[C:14]([O:15][CH3:16])=[CH:13][C:12]=1[C:17]([N:19]1[CH2:20][CH2:21][N:22]([C:25]2[CH:30]=[CH:29][CH:28]=[CH:27][C:26]=2[O:31][CH3:32])[CH2:23][CH2:24]1)=[O:18]. The catalyst is CO. The reactants are [CH2:1]([O:8][C:9]1[C:14]([O:15][CH3:16])=[CH:13][C:12]([C:17]([N:19]2[CH2:24][CH2:23][N:22]([C:25]3[CH:30]=[CH:29][CH:28]=[CH:27][C:26]=3[O:31][CH3:32])[CH2:21][CH2:20]2)=[O:18])=[C:11]([N+:33]([O-])=O)[CH:10]=1)[C:2]1[CH:7]=[CH:6][CH:5]=[CH:4][CH:3]=1.O.O.Cl[Sn]Cl. The yield is 0.910. (7) The reactants are [CH2:1]([O:3][C:4](=[O:50])[C:5]([CH3:49])([O:42][C:43]1[CH:48]=[CH:47][CH:46]=[CH:45][CH:44]=1)[CH2:6][C:7]1[CH:12]=[CH:11][C:10]([O:13][CH2:14][CH2:15][CH:16]2[CH2:20][N:19]([CH2:21][C:22]3[CH:31]=[CH:30][C:29]4[C:24](=[CH:25][CH:26]=[CH:27][CH:28]=4)[CH:23]=3)[C:18](=[O:32])[N:17]2CC2C=CC(OC)=CC=2)=[CH:9][CH:8]=1)[CH3:2].C([SiH](CC)CC)C. The catalyst is FC(F)(F)C(O)=O.O. The product is [CH2:1]([O:3][C:4](=[O:50])[C:5]([CH3:49])([O:42][C:43]1[CH:44]=[CH:45][CH:46]=[CH:47][CH:48]=1)[CH2:6][C:7]1[CH:8]=[CH:9][C:10]([O:13][CH2:14][CH2:15][CH:16]2[CH2:20][N:19]([CH2:21][C:22]3[CH:31]=[CH:30][C:29]4[C:24](=[CH:25][CH:26]=[CH:27][CH:28]=4)[CH:23]=3)[C:18](=[O:32])[NH:17]2)=[CH:11][CH:12]=1)[CH3:2]. The yield is 1.00. (8) The reactants are C1(S(C(C(O)C(C)=CCCC(C)=CC(S(C2C=CC=CC=2)(=O)=O)CC=C(C)CCC=C(C)[CH:35]([OH:55])[CH:36](S(C2C=CC=CC=2)(=O)=O)C=C(C)CCC=C(C)C)C=C(C)CCC=C(C)C)(=O)=O)C=CC=CC=1.[CH:70]([O:72][CH2:73][CH3:74])=[CH2:71].C1(C)C=CC(S([O-])(=O)=[O:82])=CC=1.[NH+]1[CH:91]=[CH:90]C=CC=1. The catalyst is C(Cl)Cl. The product is [CH2:70]([O:72][CH:73]([O:82][CH:90]([O:55][CH2:35][CH3:36])[CH3:91])[CH3:74])[CH3:71]. The yield is 0.950. (9) The reactants are [C:1]1(=[O:14])[N:5]([CH2:6][CH2:7][OH:8])[C:4](=[O:9])[C:3]2=[CH:10][CH:11]=[CH:12][CH:13]=[C:2]12.[H-].[Na+].[CH2:17](Br)[C:18]#[CH:19].CO. The catalyst is CN(C)C=O. The product is [C:4]1(=[O:9])[N:5]([CH2:6][CH2:7][O:8][CH2:19][C:18]#[CH:17])[C:1](=[O:14])[C:2]2=[CH:13][CH:12]=[CH:11][CH:10]=[C:3]12. The yield is 0.362.